Dataset: Forward reaction prediction with 1.9M reactions from USPTO patents (1976-2016). Task: Predict the product of the given reaction. Given the reactants [C:1]([O:5][C:6](=[O:23])[NH:7][CH:8]([C:15]1[CH:20]=[CH:19][C:18]([CH3:21])=[C:17]([F:22])[CH:16]=1)[C:9](=[O:14])N(OC)C)([CH3:4])([CH3:3])[CH3:2].[I:24][C:25]1[CH:30]=[CH:29][C:28](I)=[CH:27][CH:26]=1, predict the reaction product. The product is: [C:1]([O:5][C:6](=[O:23])[NH:7][CH:8]([C:15]1[CH:20]=[CH:19][C:18]([CH3:21])=[C:17]([F:22])[CH:16]=1)[C:9]([C:28]1[CH:29]=[CH:30][C:25]([I:24])=[CH:26][CH:27]=1)=[O:14])([CH3:2])([CH3:3])[CH3:4].